This data is from NCI-60 drug combinations with 297,098 pairs across 59 cell lines. The task is: Regression. Given two drug SMILES strings and cell line genomic features, predict the synergy score measuring deviation from expected non-interaction effect. (1) Drug 1: C1=CN(C(=O)N=C1N)C2C(C(C(O2)CO)O)O.Cl. Drug 2: CCCCCOC(=O)NC1=NC(=O)N(C=C1F)C2C(C(C(O2)C)O)O. Cell line: UACC62. Synergy scores: CSS=1.96, Synergy_ZIP=-1.38, Synergy_Bliss=-0.781, Synergy_Loewe=0.0489, Synergy_HSA=0.0487. (2) Synergy scores: CSS=56.0, Synergy_ZIP=-2.39, Synergy_Bliss=-2.60, Synergy_Loewe=-3.35, Synergy_HSA=-0.745. Cell line: RPMI-8226. Drug 1: CC1OCC2C(O1)C(C(C(O2)OC3C4COC(=O)C4C(C5=CC6=C(C=C35)OCO6)C7=CC(=C(C(=C7)OC)O)OC)O)O. Drug 2: CN(CC1=CN=C2C(=N1)C(=NC(=N2)N)N)C3=CC=C(C=C3)C(=O)NC(CCC(=O)O)C(=O)O. (3) Cell line: HOP-62. Drug 2: C#CCC(CC1=CN=C2C(=N1)C(=NC(=N2)N)N)C3=CC=C(C=C3)C(=O)NC(CCC(=O)O)C(=O)O. Drug 1: CC1=C2C(C(=O)C3(C(CC4C(C3C(C(C2(C)C)(CC1OC(=O)C(C(C5=CC=CC=C5)NC(=O)OC(C)(C)C)O)O)OC(=O)C6=CC=CC=C6)(CO4)OC(=O)C)O)C)O. Synergy scores: CSS=18.8, Synergy_ZIP=4.48, Synergy_Bliss=4.28, Synergy_Loewe=-12.5, Synergy_HSA=-0.719. (4) Drug 1: C1=CN(C(=O)N=C1N)C2C(C(C(O2)CO)O)O.Cl. Drug 2: CC1=C(N=C(N=C1N)C(CC(=O)N)NCC(C(=O)N)N)C(=O)NC(C(C2=CN=CN2)OC3C(C(C(C(O3)CO)O)O)OC4C(C(C(C(O4)CO)O)OC(=O)N)O)C(=O)NC(C)C(C(C)C(=O)NC(C(C)O)C(=O)NCCC5=NC(=CS5)C6=NC(=CS6)C(=O)NCCC[S+](C)C)O. Cell line: NCI-H460. Synergy scores: CSS=63.9, Synergy_ZIP=-0.938, Synergy_Bliss=-1.73, Synergy_Loewe=1.47, Synergy_HSA=4.06. (5) Drug 1: CS(=O)(=O)C1=CC(=C(C=C1)C(=O)NC2=CC(=C(C=C2)Cl)C3=CC=CC=N3)Cl. Drug 2: CCC1(C2=C(COC1=O)C(=O)N3CC4=CC5=C(C=CC(=C5CN(C)C)O)N=C4C3=C2)O.Cl. Cell line: NCIH23. Synergy scores: CSS=26.3, Synergy_ZIP=-5.11, Synergy_Bliss=3.35, Synergy_Loewe=-7.28, Synergy_HSA=3.05. (6) Drug 1: C1CC(C1)(C(=O)O)C(=O)O.[NH2-].[NH2-].[Pt+2]. Drug 2: C1CC(=O)NC(=O)C1N2C(=O)C3=CC=CC=C3C2=O. Cell line: SNB-19. Synergy scores: CSS=12.1, Synergy_ZIP=-1.05, Synergy_Bliss=1.78, Synergy_Loewe=1.29, Synergy_HSA=0.0287. (7) Drug 1: C(CN)CNCCSP(=O)(O)O. Drug 2: CC1CCCC2(C(O2)CC(NC(=O)CC(C(C(=O)C(C1O)C)(C)C)O)C(=CC3=CSC(=N3)C)C)C. Cell line: SK-MEL-2. Synergy scores: CSS=65.7, Synergy_ZIP=4.74, Synergy_Bliss=2.29, Synergy_Loewe=-23.5, Synergy_HSA=7.33. (8) Drug 1: C1CN(P(=O)(OC1)NCCCl)CCCl. Drug 2: CC1C(C(CC(O1)OC2CC(CC3=C2C(=C4C(=C3O)C(=O)C5=CC=CC=C5C4=O)O)(C(=O)C)O)N)O. Cell line: TK-10. Synergy scores: CSS=43.2, Synergy_ZIP=-0.226, Synergy_Bliss=-1.02, Synergy_Loewe=-58.5, Synergy_HSA=-1.24. (9) Drug 1: C1=NC2=C(N1)C(=S)N=C(N2)N. Drug 2: CC(C1=C(C=CC(=C1Cl)F)Cl)OC2=C(N=CC(=C2)C3=CN(N=C3)C4CCNCC4)N. Cell line: DU-145. Synergy scores: CSS=28.4, Synergy_ZIP=-0.422, Synergy_Bliss=-1.84, Synergy_Loewe=-7.97, Synergy_HSA=-2.24. (10) Drug 1: C1=CC(=CC=C1CC(C(=O)O)N)N(CCCl)CCCl.Cl. Drug 2: CC(C)CN1C=NC2=C1C3=CC=CC=C3N=C2N. Cell line: HT29. Synergy scores: CSS=14.0, Synergy_ZIP=1.19, Synergy_Bliss=6.54, Synergy_Loewe=1.70, Synergy_HSA=1.49.